This data is from Catalyst prediction with 721,799 reactions and 888 catalyst types from USPTO. The task is: Predict which catalyst facilitates the given reaction. (1) Reactant: [NH3:1].[F:2][C:3]1[C:8]2[N:9]([CH3:14])[C:10](=[O:13])[O:11][CH2:12][C:7]=2[CH:6]=[C:5]([N:15]2[CH2:19][C@H:18]([C:20]([O:22]C)=O)[O:17][C:16]2=[O:24])[CH:4]=1. Product: [F:2][C:3]1[C:8]2[N:9]([CH3:14])[C:10](=[O:13])[O:11][CH2:12][C:7]=2[CH:6]=[C:5]([N:15]2[CH2:19][C@H:18]([C:20]([NH2:1])=[O:22])[O:17][C:16]2=[O:24])[CH:4]=1. The catalyst class is: 5. (2) Reactant: [CH2:1]([SH:7])[CH2:2][CH2:3][CH2:4][CH2:5][CH3:6].[H-].[Na+].Br[CH2:11][C:12]1[CH:17]=[CH:16][C:15]([N+:18]([O-:20])=[O:19])=[CH:14][CH:13]=1. Product: [CH2:1]([S:7][CH2:11][C:12]1[CH:17]=[CH:16][C:15]([N+:18]([O-:20])=[O:19])=[CH:14][CH:13]=1)[CH2:2][CH2:3][CH2:4][CH2:5][CH3:6]. The catalyst class is: 296. (3) Reactant: [C-:1]#[N:2].[Na+].[Cl-].[NH4+:5].[F:6][C:7]([F:13])([F:12])[CH2:8][CH2:9][CH2:10]O. Product: [NH2:5][CH:10]([CH2:9][CH2:8][C:7]([F:13])([F:12])[F:6])[C:1]#[N:2]. The catalyst class is: 72. (4) Reactant: C[O:2][C:3](=O)[C:4]1[CH:9]=[C:8]([O:10][CH3:11])[C:7]([O:12][CH2:13][CH2:14][Cl:15])=[CH:6][C:5]=1[NH2:16].Cl.[CH:19](N)=[NH:20]. Product: [Cl:15][CH2:14][CH2:13][O:12][C:7]1[CH:6]=[C:5]2[C:4]([C:3]([OH:2])=[N:20][CH:19]=[N:16]2)=[CH:9][C:8]=1[O:10][CH3:11]. The catalyst class is: 8. (5) Reactant: [Cl:1][C:2]1[CH:3]=[C:4]([CH:18]=[CH:19][CH:20]=1)[C:5]([NH:7][C:8]1[CH:9]=[C:10]([CH:15]=[CH:16][CH:17]=1)[C:11]([NH:13][NH2:14])=[O:12])=[O:6].[Cl:21][C:22]1[CH:27]=[CH:26][CH:25]=[CH:24][C:23]=1[N:28]=[C:29]=[S:30]. Product: [Cl:1][C:2]1[CH:3]=[C:4]([CH:18]=[CH:19][CH:20]=1)[C:5]([NH:7][C:8]1[CH:9]=[C:10]([CH:15]=[CH:16][CH:17]=1)[C:11]([NH:13][NH:14][C:29]([NH:28][C:23]1[CH:24]=[CH:25][CH:26]=[CH:27][C:22]=1[Cl:21])=[S:30])=[O:12])=[O:6]. The catalyst class is: 7. (6) Reactant: Br[C:2]1[CH:3]=[C:4]2[C:8](=[CH:9][C:10]=1[O:11][CH3:12])[CH2:7][CH2:6][CH2:5]2.[Li]CCCC.[B:18](OC(C)C)([O:23]C(C)C)[O:19]C(C)C.CCOC(C)=O. Product: [CH3:12][O:11][C:10]1[CH:9]=[C:8]2[C:4]([CH2:5][CH2:6][CH2:7]2)=[CH:3][C:2]=1[B:18]([OH:23])[OH:19]. The catalyst class is: 1. (7) Reactant: OC1(C)C2CCC1CC([C:10]1[NH:18][C:17]3[C:16](=[O:19])[N:15]([CH2:20][CH2:21][CH3:22])[C:14](=[O:23])[N:13]([CH2:24][CH2:25][CH3:26])[C:12]=3[N:11]=1)C2.[Li]CCCC.[CH:33]12[O:40][CH:37]([CH:38]=[CH:39]1)[CH2:36][C:35](=[O:41])[CH2:34]2. Product: [OH:41][C:35]1([C:10]2[NH:11][C:12]3[N:13]([CH2:24][CH2:25][CH3:26])[C:14](=[O:23])[N:15]([CH2:20][CH2:21][CH3:22])[C:16](=[O:19])[C:17]=3[N:18]=2)[CH2:34][CH:33]2[O:40][CH:37]([CH:38]=[CH:39]2)[CH2:36]1. The catalyst class is: 1. (8) Reactant: CC(N=C=NC(C)C)C.[CH3:10][O:11][C:12](=[O:25])[C@H:13]([CH2:15][C:16]1[C:24]2[C:19](=[CH:20][CH:21]=[CH:22][CH:23]=2)[NH:18][CH:17]=1)[NH2:14].[CH3:26][C:27]1[CH:28]=[C:29]([CH2:34][C:35](O)=[O:36])[CH:30]=[C:31]([CH3:33])[CH:32]=1. Product: [CH3:26][C:27]1[CH:28]=[C:29]([CH2:34][C:35]([NH:14][C@@H:13]([CH2:15][C:16]2[C:24]3[C:19](=[CH:20][CH:21]=[CH:22][CH:23]=3)[NH:18][CH:17]=2)[C:12]([O:11][CH3:10])=[O:25])=[O:36])[CH:30]=[C:31]([CH3:33])[CH:32]=1. The catalyst class is: 79. (9) Reactant: [NH2:1][C:2]1[N:7]=[C:6](S(C)(=O)=O)[C:5]([C:12]#[N:13])=[C:4]([C:14]2[CH:19]=[CH:18][CH:17]=[CH:16][CH:15]=2)[N:3]=1.[NH:20]1[CH2:25][CH2:24][O:23][CH2:22][CH2:21]1. Product: [NH2:1][C:2]1[N:7]=[C:6]([N:20]2[CH2:25][CH2:24][O:23][CH2:22][CH2:21]2)[C:5]([C:12]#[N:13])=[C:4]([C:14]2[CH:19]=[CH:18][CH:17]=[CH:16][CH:15]=2)[N:3]=1. The catalyst class is: 57. (10) Reactant: [Cl:1][C:2]1[CH:3]=[C:4]([C:8]2[CH:9]=[CH:10][C:11]3[C:17]([F:19])([F:18])[CH2:16][CH2:15][CH2:14][N:13](C(OC(C)(C)C)=O)[C:12]=3[N:27]=2)[CH:5]=[CH:6][CH:7]=1. Product: [Cl:1][C:2]1[CH:3]=[C:4]([C:8]2[CH:9]=[CH:10][C:11]3[C:17]([F:19])([F:18])[CH2:16][CH2:15][CH2:14][NH:13][C:12]=3[N:27]=2)[CH:5]=[CH:6][CH:7]=1. The catalyst class is: 209.